The task is: Predict the reaction yield, written as a fraction of the theoretical maximum amount of product (1.0 means a 100% yield; for example, 0.34 means a 34% yield).. This data is from Reaction yield outcomes from USPTO patents with 853,638 reactions. The reactants are [NH2:1][CH:2]1[CH2:5][N:4]([C:6]([C:8]2[CH:9]=[C:10]([CH:23]=[CH:24][C:25]=2[F:26])[CH2:11][C:12]2[C:21]3[C:16](=[CH:17][CH:18]=[CH:19][CH:20]=3)[C:15](=[O:22])[NH:14][N:13]=2)=[O:7])[CH2:3]1.[CH3:27][C:28]([CH3:30])=O.C(O[BH-](OC(=O)C)OC(=O)C)(=O)C.[Na+]. No catalyst specified. The product is [F:26][C:25]1[CH:24]=[CH:23][C:10]([CH2:11][C:12]2[C:21]3[C:16](=[CH:17][CH:18]=[CH:19][CH:20]=3)[C:15](=[O:22])[NH:14][N:13]=2)=[CH:9][C:8]=1[C:6]([N:4]1[CH2:3][CH:2]([NH:1][CH:28]([CH3:30])[CH3:27])[CH2:5]1)=[O:7]. The yield is 0.550.